From a dataset of Reaction yield outcomes from USPTO patents with 853,638 reactions. Predict the reaction yield, written as a fraction of the theoretical maximum amount of product (1.0 means a 100% yield; for example, 0.34 means a 34% yield). (1) The reactants are [CH3:1][C:2]1[C:6]([CH2:7][N:8]2[CH:12]=[C:11]([N:13]3[C:17](=[O:18])[CH:16]([CH2:19][C:20]([OH:22])=O)[NH:15][C:14]3=[O:23])[CH:10]=[N:9]2)=[C:5]([CH3:24])[O:4][N:3]=1.[NH2:25][C:26]1[CH:31]=[CH:30][CH:29]=[CH:28][CH:27]=1. The catalyst is CN(C=O)C.C(OCC)(=O)C. The product is [CH3:1][C:2]1[C:6]([CH2:7][N:8]2[CH:12]=[C:11]([N:13]3[C:17](=[O:18])[CH:16]([CH2:19][C:20]([NH:25][C:26]4[CH:31]=[CH:30][CH:29]=[CH:28][CH:27]=4)=[O:22])[NH:15][C:14]3=[O:23])[CH:10]=[N:9]2)=[C:5]([CH3:24])[O:4][N:3]=1. The yield is 0.500. (2) The reactants are [C:1]([O:8][CH3:9])(=[O:7])/[CH:2]=[CH:3]/[C:4]([OH:6])=[O:5].[CH:10]1([C:16]([O:18][CH2:19][CH2:20][CH2:21][CH2:22]Cl)=[O:17])[CH2:15][CH2:14][CH2:13][CH2:12][CH2:11]1. No catalyst specified. The product is [C:4]([O:6][CH2:22][CH2:21][CH2:20][CH2:19][O:18][C:16]([CH:10]1[CH2:15][CH2:14][CH2:13][CH2:12][CH2:11]1)=[O:17])(=[O:5])/[CH:3]=[CH:2]/[C:1]([O:8][CH3:9])=[O:7]. The yield is 0.500. (3) The reactants are [O:1]([CH2:8][CH2:9][CH2:10][CH2:11][N:12]1C(=O)C2C(=CC=CC=2)C1=O)[C:2]1[CH:7]=[CH:6][CH:5]=[CH:4][CH:3]=1.NN.O.CCOC(C)=O. The catalyst is CCO. The product is [O:1]([CH2:8][CH2:9][CH2:10][CH2:11][NH2:12])[C:2]1[CH:7]=[CH:6][CH:5]=[CH:4][CH:3]=1. The yield is 0.670. (4) The reactants are [Br:1][C:2]1[S:6][C:5]([S:7](Cl)(=[O:9])=[O:8])=[CH:4][CH:3]=1.[NH:11]1[CH:15]=[CH:14][CH:13]=[CH:12]1. No catalyst specified. The product is [Br:1][C:2]1[S:6][C:5]([S:7]([N:11]2[CH:15]=[CH:14][CH:13]=[CH:12]2)(=[O:9])=[O:8])=[CH:4][CH:3]=1. The yield is 0.880. (5) The reactants are [N:1]1([N:9]2[CH2:14][CH2:13][CH2:12][CH2:11][CH2:10]2)[CH2:6][CH2:5][C:4](=O)[CH2:3][C:2]1=[O:8].[Cl:15][C:16]1[CH:21]=[C:20]([F:22])[CH:19]=[CH:18][C:17]=1[NH2:23]. The catalyst is C1(C)C=CC=CC=1. The product is [Cl:15][C:16]1[CH:21]=[C:20]([F:22])[CH:19]=[CH:18][C:17]=1[NH:23][C:4]1[CH2:5][CH2:6][N:1]([N:9]2[CH2:14][CH2:13][CH2:12][CH2:11][CH2:10]2)[C:2](=[O:8])[CH:3]=1. The yield is 0.550. (6) The reactants are O.[C@@H]1([N:11]2[C:21]3[N:20]=[C:18]([NH2:19])[NH:17][C:15](=[O:16])[C:14]=3[N:13]=[CH:12]2)O[C@H](CO)[C@@H](O)[C@H]1O.[CH:22]1[C:31]2[C:26](=[CH:27][CH:28]=[CH:29][CH:30]=2)[CH:25]=[CH:24][C:23]=1[CH2:32]Br. The catalyst is CN(C)C(=O)C. The product is [NH2:19][C:18]1[N:20]([CH2:32][C:23]2[CH:24]=[CH:25][C:26]3[C:31](=[CH:30][CH:29]=[CH:28][CH:27]=3)[CH:22]=2)[C:21]2[N:11]=[CH:12][N:13]([CH2:32][C:23]3[CH:24]=[CH:25][C:26]4[C:31](=[CH:30][CH:29]=[CH:28][CH:27]=4)[CH:22]=3)[C:14]=2[C:15](=[O:16])[N:17]=1. The yield is 0.450. (7) The product is [Br:12][C:6]1[CH:7]=[C:8]([N+:9]([O-:11])=[O:10])[C:2]([F:1])=[CH:3][C:4]=1[NH2:5]. The catalyst is C(OCC)(=O)C. The reactants are [F:1][C:2]1[CH:3]=[C:4]([CH:6]=[CH:7][C:8]=1[N+:9]([O-:11])=[O:10])[NH2:5].[Br:12]N1C(=O)CCC1=O. The yield is 0.500. (8) The reactants are [Br:1][C:2]1[NH:6][CH:5]=[C:4]([C:7]([O:9][CH2:10][CH3:11])=[O:8])[C:3]=1[CH3:12].[H-].[Na+].I[CH3:16]. The catalyst is CN(C=O)C. The product is [Br:1][C:2]1[N:6]([CH3:16])[CH:5]=[C:4]([C:7]([O:9][CH2:10][CH3:11])=[O:8])[C:3]=1[CH3:12]. The yield is 0.780. (9) The reactants are [CH3:1][O:2][C:3]1[CH:25]=[CH:24][C:6]([CH2:7][N:8]2[C:12]3[N:13]([C@@H:19]([CH3:23])[CH2:20][O:21][CH3:22])[CH2:14][CH2:15][CH2:16][C:17](=O)[C:11]=3[CH:10]=[N:9]2)=[CH:5][CH:4]=1.[F:26][C:27]1[CH:28]=[N:29][C:30]([NH:33][C:34]([NH2:36])=[S:35])=[N:31][CH:32]=1.II. The catalyst is N1C=CC=CC=1.CCOC(C)=O. The product is [F:26][C:27]1[CH:28]=[N:29][C:30]([NH:33][C:34]2[S:35][C:16]3[CH2:15][CH2:14][N:13]([C@@H:19]([CH3:23])[CH2:20][O:21][CH3:22])[C:12]4[N:8]([CH2:7][C:6]5[CH:5]=[CH:4][C:3]([O:2][CH3:1])=[CH:25][CH:24]=5)[N:9]=[CH:10][C:11]=4[C:17]=3[N:36]=2)=[N:31][CH:32]=1. The yield is 0.200.